Dataset: TCR-epitope binding with 47,182 pairs between 192 epitopes and 23,139 TCRs. Task: Binary Classification. Given a T-cell receptor sequence (or CDR3 region) and an epitope sequence, predict whether binding occurs between them. The epitope is KPLEFGATSAAL. Result: 1 (the TCR binds to the epitope). The TCR CDR3 sequence is CAGTSGRAPYQETQYF.